This data is from Forward reaction prediction with 1.9M reactions from USPTO patents (1976-2016). The task is: Predict the product of the given reaction. (1) The product is: [C:40]([O:43][CH2:44][CH2:45][O:22][C:19]1[CH:20]=[CH:21][C:16]([C:15]([NH:14][C:5]2([C:3]([OH:2])=[O:4])[CH2:13][C:12]3[C:7](=[CH:8][CH:9]=[CH:10][CH:11]=3)[CH2:6]2)=[O:33])=[CH:17][C:18]=1[O:23][CH2:24][CH2:25][C:26]1[CH:27]=[C:28]([CH3:32])[CH:29]=[CH:30][CH:31]=1)(=[O:42])[CH3:41]. Given the reactants C[O:2][C:3]([C:5]1([NH:14][C:15](=[O:33])[C:16]2[CH:21]=[CH:20][C:19]([OH:22])=[C:18]([O:23][CH2:24][CH2:25][C:26]3[CH:27]=[C:28]([CH3:32])[CH:29]=[CH:30][CH:31]=3)[CH:17]=2)[CH2:13][C:12]2[C:7](=[CH:8][CH:9]=[CH:10][CH:11]=2)[CH2:6]1)=[O:4].C(=O)([O-])[O-].[K+].[K+].[C:40]([O:43][CH2:44][CH2:45]Br)(=[O:42])[CH3:41], predict the reaction product. (2) Given the reactants [NH2:1][CH2:2][C:3]([OH:21])([CH2:8][C:9]([C:12]1[CH:17]=[C:16]([F:18])[CH:15]=[CH:14][C:13]=1[O:19][CH3:20])([CH3:11])[CH3:10])[C:4]([F:7])([F:6])[F:5].Br[C:23]1[CH:31]=[C:30]([CH3:32])[CH:29]=[C:28]2[C:24]=1[CH:25]=[N:26][N:27]2[C:33]1[CH:38]=[CH:37][CH:36]=[C:35]([O:39][CH3:40])[CH:34]=1.C1C=CC(P(C2C(C3C(P(C4C=CC=CC=4)C4C=CC=CC=4)=CC=C4C=3C=CC=C4)=C3C(C=CC=C3)=CC=2)C2C=CC=CC=2)=CC=1.CC(C)([O-])C.[Na+], predict the reaction product. The product is: [F:5][C:4]([F:7])([F:6])[C:3]([CH2:2][NH:1][C:23]1[CH:31]=[C:30]([CH3:32])[CH:29]=[C:28]2[C:24]=1[CH:25]=[N:26][N:27]2[C:33]1[CH:38]=[CH:37][CH:36]=[C:35]([O:39][CH3:40])[CH:34]=1)([OH:21])[CH2:8][C:9]([C:12]1[CH:17]=[C:16]([F:18])[CH:15]=[CH:14][C:13]=1[O:19][CH3:20])([CH3:11])[CH3:10].